Dataset: Catalyst prediction with 721,799 reactions and 888 catalyst types from USPTO. Task: Predict which catalyst facilitates the given reaction. (1) Reactant: [OH:1][C:2]1[CH:3]=[C:4]([NH:8][C:9](=[O:14])[C:10]([CH3:13])([CH3:12])[CH3:11])[CH:5]=[CH:6][CH:7]=1.[C:15]([O-])([O-])=O.[K+].[K+].CI.CCOC(C)=O. Product: [CH3:15][O:1][C:2]1[CH:3]=[C:4]([NH:8][C:9](=[O:14])[C:10]([CH3:11])([CH3:13])[CH3:12])[CH:5]=[CH:6][CH:7]=1. The catalyst class is: 21. (2) Reactant: [Br:1]N1C(=O)CCC1=O.Cl[C:10]1[CH:16]=[C:15]([C:17]([F:26])([C:22]([F:25])([F:24])[F:23])[C:18]([Br:21])([F:20])[F:19])[CH:14]=[CH:13][C:11]=1[NH2:12]. Product: [Br:1][C:10]1[CH:16]=[C:15]([C:17]([F:26])([C:22]([F:25])([F:24])[F:23])[C:18]([Br:21])([F:20])[F:19])[CH:14]=[CH:13][C:11]=1[NH2:12]. The catalyst class is: 10. (3) Reactant: [N:1]1[CH:6]=[CH:5][CH:4]=[C:3]([C:7]2[CH2:11][C@@H:10]([C:12]([NH:14][C:15]3[CH:20]=[CH:19][C:18]([CH:21]([N:28](C(OC(C)(C)C)=O)C(=O)OC(C)(C)C)[C:22]4[CH:27]=[CH:26][CH:25]=[CH:24][CH:23]=4)=[CH:17][CH:16]=3)=[O:13])[O:9][N:8]=2)[CH:2]=1.C(=O)=O.C([O-])(O)=O.[Na+]. Product: [NH2:28][CH:21]([C:22]1[CH:23]=[CH:24][CH:25]=[CH:26][CH:27]=1)[C:18]1[CH:17]=[CH:16][C:15]([NH:14][C:12]([CH:10]2[O:9][N:8]=[C:7]([C:3]3[CH:2]=[N:1][CH:6]=[CH:5][CH:4]=3)[CH2:11]2)=[O:13])=[CH:20][CH:19]=1. The catalyst class is: 2. (4) Reactant: FC(F)(F)C(O)=O.C([O:12][C:13]([N:15]1[CH2:35][CH2:34][C:18]2[N:19]=[C:20]([NH:23][C:24](=[O:33])[C:25]3[CH:30]=[C:29]([Cl:31])[CH:28]=[C:27]([Cl:32])[CH:26]=3)[N:21]=[CH:22][C:17]=2[CH2:16]1)=O)(C)(C)C.CCN(C(C)C)C(C)C.[F:45][C:46]([F:57])([F:56])[C:47]1[CH:48]=[C:49]([CH:53]=[CH:54][CH:55]=1)C(O)=O.CCN=C=NCCCN(C)C.C1C=NC2N(O)N=NC=2C=1. Product: [Cl:32][C:27]1[CH:26]=[C:25]([CH:30]=[C:29]([Cl:31])[CH:28]=1)[C:24]([NH:23][C:20]1[N:21]=[CH:22][C:17]2[CH2:16][N:15]([C:13](=[O:12])[C:54]3[CH:53]=[CH:49][CH:48]=[C:47]([C:46]([F:57])([F:56])[F:45])[CH:55]=3)[CH2:35][CH2:34][C:18]=2[N:19]=1)=[O:33]. The catalyst class is: 2. (5) Reactant: [S:1]1[CH:5]=[CH:4][C:3](CC(O)=O)=[CH:2]1.S(Cl)([Cl:12])=O.ON1C(=O)C[CH2:17][C:16]1=[O:21].C(N(C(C)C)CC)(C)C. Product: [S:1]1[CH:2]=[CH:3][CH:4]=[C:5]1[CH2:17][C:16]([Cl:12])=[O:21].[S:1]1[CH:5]=[CH:4][CH:3]=[CH:2]1. The catalyst class is: 71. (6) Reactant: [C:1]([C:5]1[C:10]([C:11]([OH:13])=[O:12])=[CH:9][C:8]([C:14]([OH:16])=[O:15])=[C:7]([C:17]([CH3:20])([CH3:19])[CH3:18])[C:6]=1[CH2:21]Br)([CH3:4])([CH3:3])[CH3:2].[CH2:23]([NH2:25])[CH3:24].O.C(OCC)(=O)C. Product: [C:1]([C:5]1[C:10]([C:11]([OH:13])=[O:12])=[CH:9][C:8]([C:14]([OH:16])=[O:15])=[C:7]([C:17]([CH3:20])([CH3:19])[CH3:18])[C:6]=1[CH2:21][NH:25][CH2:23][CH3:24])([CH3:4])([CH3:3])[CH3:2]. The catalyst class is: 7. (7) Reactant: [NH2:1][C:2]1[C:10]2[C:5](=[CH:6][CH:7]=[C:8]([CH:11]3[C:16]([C:17]#[N:18])=[C:15]([CH3:19])[NH:14][C:13]([CH3:20])=[C:12]3[C:21]#[N:22])[CH:9]=2)[N:4]([C:23]([O:25][C:26]([CH3:29])([CH3:28])[CH3:27])=[O:24])[N:3]=1.[F:30][C:31]1[CH:36]=[CH:35][C:34]([CH2:37][S:38](Cl)(=[O:40])=[O:39])=[CH:33][CH:32]=1.C(N(CC)CC)C. Product: [C:21]([C:12]1[CH:11]([C:8]2[CH:9]=[C:10]3[C:5](=[CH:6][CH:7]=2)[N:4]([C:23]([O:25][C:26]([CH3:29])([CH3:28])[CH3:27])=[O:24])[N:3]=[C:2]3[NH:1][S:38]([CH2:37][C:34]2[CH:35]=[CH:36][C:31]([F:30])=[CH:32][CH:33]=2)(=[O:39])=[O:40])[C:16]([C:17]#[N:18])=[C:15]([CH3:19])[NH:14][C:13]=1[CH3:20])#[N:22]. The catalyst class is: 4. (8) Reactant: C(=O)([O-])[O-].[K+].[K+].[CH:7]1([NH2:13])[CH2:12][CH2:11][CH2:10][CH2:9][CH2:8]1.[CH:14]1[C:23]2[C:18](=[CH:19][CH:20]=[CH:21][CH:22]=2)[CH:17]=[CH:16][C:15]=1[O:24][CH2:25][CH2:26][CH2:27]Cl. Product: [CH:7]1([NH:13][CH2:27][CH2:26][CH2:25][O:24][C:15]2[CH:16]=[CH:17][C:18]3[C:23](=[CH:22][CH:21]=[CH:20][CH:19]=3)[CH:14]=2)[CH2:12][CH2:11][CH2:10][CH2:9][CH2:8]1. The catalyst class is: 58. (9) Reactant: [Br:1][C:2]1[CH:6]=[N:5][N:4]([CH3:7])[C:3]=1[C:8]1[CH:9]=[C:10]([NH2:23])[CH:11]=[CH:12][C:13]=1[O:14][CH2:15][CH2:16][N:17]1[CH2:22][CH2:21][CH2:20][CH2:19][CH2:18]1.Cl[C:25]1[O:26][C:27]2[CH:33]=[CH:32][CH:31]=[CH:30][C:28]=2[N:29]=1.CCN(C(C)C)C(C)C. Product: [O:26]1[C:27]2[CH:33]=[CH:32][CH:31]=[CH:30][C:28]=2[N:29]=[C:25]1[NH:23][C:10]1[CH:11]=[CH:12][C:13]([O:14][CH2:15][CH2:16][N:17]2[CH2:18][CH2:19][CH2:20][CH2:21][CH2:22]2)=[C:8]([C:3]2[N:4]([CH3:7])[N:5]=[CH:6][C:2]=2[Br:1])[CH:9]=1. The catalyst class is: 32.